This data is from Full USPTO retrosynthesis dataset with 1.9M reactions from patents (1976-2016). The task is: Predict the reactants needed to synthesize the given product. (1) Given the product [CH2:1]([C@@:4]1([CH3:30])[CH2:9][C@H:8]([C:10]2[CH:15]=[CH:14][CH:13]=[C:12]([Cl:16])[CH:11]=2)[C@@H:7]([C:17]2[CH:22]=[CH:21][C:20]([Cl:23])=[CH:19][CH:18]=2)[N:6]([C@@H:24]([CH2:27][CH3:28])[CH2:25][NH:38][S:35]([CH:31]2[CH2:34][CH2:33][CH2:32]2)(=[O:37])=[O:36])[C:5]1=[O:29])[CH:2]=[CH2:3], predict the reactants needed to synthesize it. The reactants are: [CH2:1]([C@@:4]1([CH3:30])[CH2:9][C@H:8]([C:10]2[CH:15]=[CH:14][CH:13]=[C:12]([Cl:16])[CH:11]=2)[C@@H:7]([C:17]2[CH:22]=[CH:21][C:20]([Cl:23])=[CH:19][CH:18]=2)[N:6]([C@@H:24]([CH2:27][CH3:28])[CH2:25]O)[C:5]1=[O:29])[CH:2]=[CH2:3].[CH:31]1([S:35]([NH2:38])(=[O:37])=[O:36])[CH2:34][CH2:33][CH2:32]1. (2) Given the product [CH3:1][C:2]1[CH:7]=[CH:6][C:5]([CH3:8])=[CH:4][C:3]=1[O:9][C:10]1[N:15]=[CH:14][C:13]([NH:16][C:17](=[O:28])[C@@H:18]([CH3:19])[NH2:20])=[CH:12][CH:11]=1, predict the reactants needed to synthesize it. The reactants are: [CH3:1][C:2]1[CH:7]=[CH:6][C:5]([CH3:8])=[CH:4][C:3]=1[O:9][C:10]1[N:15]=[CH:14][C:13]([NH:16][C:17](=[O:28])[C@H:18]([NH:20]C(=O)OC(C)(C)C)[CH3:19])=[CH:12][CH:11]=1.C(O)(C(F)(F)F)=O. (3) Given the product [OH:1][C:2]1[CH:3]=[C:4]([C:5]([N:14]2[CH2:18][CH2:17][CH2:16][CH2:15]2)=[O:7])[CH:8]=[CH:9][C:10]=1[N+:11]([O-:13])=[O:12], predict the reactants needed to synthesize it. The reactants are: [OH:1][C:2]1[CH:3]=[C:4]([CH:8]=[CH:9][C:10]=1[N+:11]([O-:13])=[O:12])[C:5]([OH:7])=O.[NH:14]1[CH2:18][CH2:17][CH2:16][CH2:15]1.C(N(CC)CC)C.F[P-](F)(F)(F)(F)F.C[N+](C)=C(N(C)C)O. (4) Given the product [CH:38]([O:22][C:21](=[O:23])[CH2:20][NH:19][C:17]1[CH:16]=[CH:15][CH:14]=[C:13]([CH:12]([CH2:11][C:10]2[CH:9]=[CH:8][C:7]([N:2]3[CH:6]=[CH:5][CH:4]=[N:3]3)=[CH:35][CH:34]=2)[NH:24][S:25]([C:28]2[CH:29]=[N:30][CH:31]=[CH:32][CH:33]=2)(=[O:27])=[O:26])[N:18]=1)([CH3:39])[CH3:37], predict the reactants needed to synthesize it. The reactants are: Cl.[N:2]1([C:7]2[CH:35]=[CH:34][C:10]([CH2:11][CH:12]([NH:24][S:25]([C:28]3[CH:29]=[N:30][CH:31]=[CH:32][CH:33]=3)(=[O:27])=[O:26])[C:13]3[N:18]=[C:17]([NH:19][CH2:20][C:21]([OH:23])=[O:22])[CH:16]=[CH:15][CH:14]=3)=[CH:9][CH:8]=2)[CH:6]=[CH:5][CH:4]=[N:3]1.N1C=C[CH:39]=[CH:38][C:37]=1S(C(NCC1C=CC(C2SC=CN=2)=CC=1)C1N=C(NCC(O)=O)C=CC=1)(=O)=O. (5) Given the product [NH2:2][C:1]1[N:22]([C:19]2[CH:20]=[CH:21][C:16]([O:15][CH3:14])=[CH:17][CH:18]=2)[N:23]=[CH:9][C:3]=1[C:4]([O:6][CH2:7][CH3:8])=[O:5], predict the reactants needed to synthesize it. The reactants are: [C:1](/[C:3](=[CH:9]/OCC)/[C:4]([O:6][CH2:7][CH3:8])=[O:5])#[N:2].Cl.[CH3:14][O:15][C:16]1[CH:21]=[CH:20][C:19]([NH:22][NH2:23])=[CH:18][CH:17]=1.C([O-])([O-])=O.[Na+].[Na+]. (6) Given the product [C:1]([O:5][C:6]([N:8]1[CH2:15][CH2:14][CH2:13][C@@H:9]1[C:10]([NH:33][CH2:26][C:27]1[CH:32]=[CH:31][CH:30]=[CH:29][CH:28]=1)=[O:12])=[O:7])([CH3:2])([CH3:3])[CH3:4], predict the reactants needed to synthesize it. The reactants are: [C:1]([O:5][C:6]([N:8]1[CH2:15][CH2:14][CH2:13][C@@H:9]1[C:10]([OH:12])=O)=[O:7])([CH3:4])([CH3:3])[CH3:2].C1C=CC2N(O)N=NC=2C=1.[CH2:26]([NH2:33])[C:27]1[CH:32]=[CH:31][CH:30]=[CH:29][CH:28]=1.C(Cl)CCl.CN1CCOCC1.